From a dataset of Forward reaction prediction with 1.9M reactions from USPTO patents (1976-2016). Predict the product of the given reaction. (1) Given the reactants [CH3:1][O:2][C:3]([C:5]1[C@H:11]([CH3:12])[CH2:10][N:9]([C:13]([O:15][C:16]([CH3:19])([CH3:18])[CH3:17])=[O:14])[C:8]2[CH:20]=[CH:21][CH:22]=[CH:23][C:7]=2[CH:6]=1)=[O:4].[H][H], predict the reaction product. The product is: [CH3:1][O:2][C:3]([CH:5]1[C@H:11]([CH3:12])[CH2:10][N:9]([C:13]([O:15][C:16]([CH3:19])([CH3:17])[CH3:18])=[O:14])[C:8]2[CH:20]=[CH:21][CH:22]=[CH:23][C:7]=2[CH2:6]1)=[O:4]. (2) Given the reactants [CH3:1][C@@H:2]([C@@H:33]([OH:35])[CH3:34])[C@@H:3]1[O:5][C@H:4]1[CH2:6][C@@H:7]1[C@@H:12]([OH:13])[C@@H:11]([OH:14])[C@H:10]([CH2:15]/[C:16](/[CH3:32])=[CH:17]/[C:18]([O:20][CH2:21][CH2:22][CH2:23][CH2:24][CH2:25][CH2:26][CH2:27][CH2:28][C:29]([OH:31])=[O:30])=[O:19])[O:9][CH2:8]1.[OH-].[K+].[Cl-].[Ca+2:39].[Cl-], predict the reaction product. The product is: [CH3:1][C@H:2]([C@H:3]1[C@H:4]([CH2:6][C@H:7]2[CH2:8][O:9][C@@H:10]([CH2:15]/[C:16](/[CH3:32])=[CH:17]/[C:18]([O:20][CH2:21][CH2:22][CH2:23][CH2:24][CH2:25][CH2:26][CH2:27][CH2:28][C:29]([O-:31])=[O:30])=[O:19])[C@H:11]([OH:14])[C@@H:12]2[OH:13])[O:5]1)[C@H:33]([CH3:34])[OH:35].[CH3:1][C@H:2]([C@H:3]1[C@H:4]([CH2:6][C@H:7]2[CH2:8][O:9][C@@H:10]([CH2:15]/[C:16](/[CH3:32])=[CH:17]/[C:18]([O:20][CH2:21][CH2:22][CH2:23][CH2:24][CH2:25][CH2:26][CH2:27][CH2:28][C:29]([O-:31])=[O:30])=[O:19])[C@H:11]([OH:14])[C@@H:12]2[OH:13])[O:5]1)[C@H:33]([CH3:34])[OH:35].[Ca+2:39]. (3) Given the reactants B([C:4]1[CH:15]=[C:14]([Cl:16])[CH:13]=[CH:12][C:5]=1[O:6][C@@H:7]([CH3:11])[C:8]([OH:10])=[O:9])(O)O.Br[C:18]1[CH:23]=[CH:22][C:21]([S:24]([N:27]([CH3:29])[CH3:28])(=[O:26])=[O:25])=[CH:20][CH:19]=1, predict the reaction product. The product is: [Cl:16][C:14]1[CH:13]=[CH:12][C:5]([O:6][C@@H:7]([CH3:11])[C:8]([OH:10])=[O:9])=[C:4]([C:18]2[CH:19]=[CH:20][C:21]([S:24]([N:27]([CH3:29])[CH3:28])(=[O:25])=[O:26])=[CH:22][CH:23]=2)[CH:15]=1.